This data is from NCI-60 drug combinations with 297,098 pairs across 59 cell lines. The task is: Regression. Given two drug SMILES strings and cell line genomic features, predict the synergy score measuring deviation from expected non-interaction effect. (1) Drug 1: CC1=C2C(C(=O)C3(C(CC4C(C3C(C(C2(C)C)(CC1OC(=O)C(C(C5=CC=CC=C5)NC(=O)OC(C)(C)C)O)O)OC(=O)C6=CC=CC=C6)(CO4)OC(=O)C)O)C)O. Drug 2: COCCOC1=C(C=C2C(=C1)C(=NC=N2)NC3=CC=CC(=C3)C#C)OCCOC.Cl. Cell line: NCI-H322M. Synergy scores: CSS=42.2, Synergy_ZIP=2.24, Synergy_Bliss=2.14, Synergy_Loewe=15.2, Synergy_HSA=8.84. (2) Drug 1: CC=C1C(=O)NC(C(=O)OC2CC(=O)NC(C(=O)NC(CSSCCC=C2)C(=O)N1)C(C)C)C(C)C. Drug 2: CN(CCCl)CCCl.Cl. Cell line: KM12. Synergy scores: CSS=55.0, Synergy_ZIP=-1.91, Synergy_Bliss=-1.93, Synergy_Loewe=-4.95, Synergy_HSA=0.483. (3) Drug 1: CCC1(C2=C(COC1=O)C(=O)N3CC4=CC5=C(C=CC(=C5CN(C)C)O)N=C4C3=C2)O.Cl. Drug 2: CC1CCCC2(C(O2)CC(NC(=O)CC(C(C(=O)C(C1O)C)(C)C)O)C(=CC3=CSC(=N3)C)C)C. Cell line: SF-295. Synergy scores: CSS=66.4, Synergy_ZIP=-0.0409, Synergy_Bliss=-1.09, Synergy_Loewe=-1.72, Synergy_HSA=1.86. (4) Drug 1: CC1CCC2CC(C(=CC=CC=CC(CC(C(=O)C(C(C(=CC(C(=O)CC(OC(=O)C3CCCCN3C(=O)C(=O)C1(O2)O)C(C)CC4CCC(C(C4)OC)O)C)C)O)OC)C)C)C)OC. Drug 2: CN(CCCl)CCCl.Cl. Cell line: OVCAR-4. Synergy scores: CSS=20.8, Synergy_ZIP=-3.81, Synergy_Bliss=0.688, Synergy_Loewe=-51.7, Synergy_HSA=1.05. (5) Drug 1: CN1CCC(CC1)COC2=C(C=C3C(=C2)N=CN=C3NC4=C(C=C(C=C4)Br)F)OC. Drug 2: C1CN1P(=S)(N2CC2)N3CC3. Cell line: NCIH23. Synergy scores: CSS=23.7, Synergy_ZIP=-8.59, Synergy_Bliss=-6.07, Synergy_Loewe=-6.50, Synergy_HSA=-5.39. (6) Drug 1: C1CN1C2=NC(=NC(=N2)N3CC3)N4CC4. Drug 2: CN(CCCl)CCCl.Cl. Cell line: IGROV1. Synergy scores: CSS=17.6, Synergy_ZIP=-9.86, Synergy_Bliss=-6.67, Synergy_Loewe=-1.11, Synergy_HSA=-0.188.